Dataset: Forward reaction prediction with 1.9M reactions from USPTO patents (1976-2016). Task: Predict the product of the given reaction. (1) Given the reactants [Li+].[F:2][C:3]([F:23])([F:22])[C:4]1[CH:9]=[CH:8][C:7]([N:10]2[CH2:15][CH2:14][N:13]([CH2:16][CH2:17][CH2:18][C:19]([O-:21])=O)[CH2:12][CH2:11]2)=[CH:6][CH:5]=1.C(N(C(C)C)CC)(C)C.F[P-](F)(F)(F)(F)F.CN(C)C(ON1C2C=CC=CC=2N=N1)=[N+](C)C.Cl.Cl.[N+:59]([C:62]1[CH:63]=[CH:64][C:65]([NH:68][CH:69]2[CH2:74][CH2:73][NH:72][CH2:71][CH2:70]2)=[N:66][CH:67]=1)([O-:61])=[O:60], predict the reaction product. The product is: [N+:59]([C:62]1[CH:63]=[CH:64][C:65]([NH:68][CH:69]2[CH2:74][CH2:73][N:72]([C:19](=[O:21])[CH2:18][CH2:17][CH2:16][N:13]3[CH2:12][CH2:11][N:10]([C:7]4[CH:6]=[CH:5][C:4]([C:3]([F:2])([F:22])[F:23])=[CH:9][CH:8]=4)[CH2:15][CH2:14]3)[CH2:71][CH2:70]2)=[N:66][CH:67]=1)([O-:61])=[O:60]. (2) Given the reactants N[C:2]1[N:10]=[C:9]2[C:5]([NH:6][CH:7]=[N:8]2)=[C:4]([Cl:11])[N:3]=1.[Cl:12][Si](Cl)(C)C.N(OCCC(C)C)=O, predict the reaction product. The product is: [Cl:12][C:2]1[N:10]=[C:9]2[C:5]([NH:6][CH:7]=[N:8]2)=[C:4]([Cl:11])[N:3]=1. (3) Given the reactants [H-].[Al+3].[Li+].[H-].[H-].[H-].[Br:7][C:8]1[CH:9]=[C:10]([C:14]2[C:19]([C:20](OCC)=[O:21])=[C:18]([CH3:25])[N:17]=[C:16]3[N:26]([CH2:29][CH3:30])[N:27]=[CH:28][C:15]=23)[CH:11]=[N:12][CH:13]=1, predict the reaction product. The product is: [Br:7][C:8]1[CH:9]=[C:10]([C:14]2[C:19]([CH2:20][OH:21])=[C:18]([CH3:25])[N:17]=[C:16]3[N:26]([CH2:29][CH3:30])[N:27]=[CH:28][C:15]=23)[CH:11]=[N:12][CH:13]=1. (4) The product is: [Cl:32][C:21]1[N:22]=[C:23]([N:26]2[CH2:27][CH2:28][O:29][CH2:30][CH2:31]2)[C:24]2[N:25]=[C:17]([CH2:16][N:12]3[CH2:11][CH2:36][N:35]4[CH2:39][CH2:40][CH2:41][C@H:34]4[CH2:13]3)[S:18][C:19]=2[N:20]=1. Given the reactants C(OC(N1CC2C([CH2:11][N:12]([CH2:16][C:17]3[S:18][C:19]4[N:20]=[C:21]([Cl:32])[N:22]=[C:23]([N:26]5[CH2:31][CH2:30][O:29][CH2:28][CH2:27]5)[C:24]=4[N:25]=3)[CH2:13]2)C1)=O)(C)(C)C.C1NC[CH2:36][N:35]2[CH2:39][CH2:40][CH2:41][C@@H:34]12, predict the reaction product.